Dataset: Reaction yield outcomes from USPTO patents with 853,638 reactions. Task: Predict the reaction yield, written as a fraction of the theoretical maximum amount of product (1.0 means a 100% yield; for example, 0.34 means a 34% yield). (1) The reactants are [C:1]1([CH3:10])[CH:6]=[CH:5][CH:4]=[CH:3][C:2]=1[C:7](=[O:9])[CH3:8].[BrH:11].Br.[NH+]1C=CC=CC=1.[Br-]. The catalyst is C(O)(=O)C. The product is [Br:11][CH2:8][C:7]([C:2]1[CH:3]=[CH:4][CH:5]=[CH:6][C:1]=1[CH3:10])=[O:9]. The yield is 0.525. (2) The reactants are [CH:1]([C:4]1[CH:9]=[CH:8][C:7]([CH:10]2[C:14]3([CH2:19][CH2:18][N:17]([CH3:20])[CH2:16][CH2:15]3)[O:13][C:12]3[C:21]([CH3:28])=[C:22]([CH3:27])[C:23]([NH2:26])=[C:24]([CH3:25])[C:11]2=3)=[CH:6][CH:5]=1)([CH3:3])[CH3:2].[F:29][C:30]1[CH:38]=[CH:37][C:33]([C:34](Cl)=[O:35])=[CH:32][CH:31]=1.CO.C(OC(C)C)(C)C. No catalyst specified. The product is [F:29][C:30]1[CH:38]=[CH:37][C:33]([C:34]([NH:26][C:23]2[C:22]([CH3:27])=[C:21]([CH3:28])[C:12]3[O:13][C:14]4([CH2:19][CH2:18][N:17]([CH3:20])[CH2:16][CH2:15]4)[CH:10]([C:7]4[CH:6]=[CH:5][C:4]([CH:1]([CH3:3])[CH3:2])=[CH:9][CH:8]=4)[C:11]=3[C:24]=2[CH3:25])=[O:35])=[CH:32][CH:31]=1. The yield is 0.380. (3) The reactants are [H-].[Na+].[Cl:3][C:4]1[N:5]=[CH:6][C:7]2[C:12]([CH:13]=1)=[CH:11][C:10]([C:14]1[CH:15]=[N:16][N:17]([CH2:19][C:20]([CH3:23])([OH:22])[CH3:21])[CH:18]=1)=[CH:9][CH:8]=2.I[CH3:25]. The catalyst is C1COCC1.CCOC(C)=O. The product is [Cl:3][C:4]1[N:5]=[CH:6][C:7]2[C:12]([CH:13]=1)=[CH:11][C:10]([C:14]1[CH:15]=[N:16][N:17]([CH2:19][C:20]([O:22][CH3:25])([CH3:23])[CH3:21])[CH:18]=1)=[CH:9][CH:8]=2. The yield is 0.570. (4) The reactants are O.[NH2:2]N.[Cl:4][C:5]1[C:10]([Cl:11])=[CH:9][CH:8]=[CH:7][C:6]=1[CH2:12][N:13]1[C:17]2[CH:18]=[C:19]([N:29]3[CH2:34][CH2:33][O:32][CH2:31][CH2:30]3)[CH:20]=[C:21]([C:22](/[N:24]=[CH:25]/[N:26](C)C)=O)[C:16]=2[N:15]=[C:14]1[CH3:35].C([O-])(O)=O.[Na+]. The catalyst is C(O)(=O)C. The product is [Cl:4][C:5]1[C:10]([Cl:11])=[CH:9][CH:8]=[CH:7][C:6]=1[CH2:12][N:13]1[C:17]2[CH:18]=[C:19]([N:29]3[CH2:30][CH2:31][O:32][CH2:33][CH2:34]3)[CH:20]=[C:21]([C:22]3[N:24]=[CH:25][NH:26][N:2]=3)[C:16]=2[N:15]=[C:14]1[CH3:35]. The yield is 0.530. (5) The reactants are [N+:1]([C:4]1[CH:9]=[CH:8][C:7]([OH:10])=[C:6]([F:11])[CH:5]=1)([O-])=O. The catalyst is CO.[Pd]. The product is [NH2:1][C:4]1[CH:9]=[CH:8][C:7]([OH:10])=[C:6]([F:11])[CH:5]=1. The yield is 0.870. (6) The reactants are [C:1]([O:5][C:6]([N:8]([C@H:16]1[CH2:24][O:23][CH2:22][C@H:21]([OH:25])[C@@H:20]([OH:26])[C@H:19]([CH3:27])[O:18][C:17]1=[O:28])[C:9](=[O:15])[O:10][C:11]([CH3:14])([CH3:13])[CH3:12])=[O:7])([CH3:4])([CH3:3])[CH3:2].C(=O)(OC(C)(C)C)O[CH2:31][CH:32]=[CH2:33].[CH2:40]1[CH2:44]OC[CH2:41]1. The catalyst is C1C=CC(/C=C/C(/C=C/C2C=CC=CC=2)=O)=CC=1.C1C=CC(/C=C/C(/C=C/C2C=CC=CC=2)=O)=CC=1.C1C=CC(/C=C/C(/C=C/C2C=CC=CC=2)=O)=CC=1.[Pd].[Pd].C1C=CC(P(C2C=CC=CC=2)[C-]2C=CC=C2)=CC=1.C1C=CC(P(C2C=CC=CC=2)[C-]2C=CC=C2)=CC=1.[Fe+2]. The product is [C:11]([O:10][C:9]([N:8]([C@H:16]1[CH2:24][O:23][CH2:22][C@H:21]([O:25][CH2:33][CH:32]=[CH2:31])[C@@H:20]([O:26][CH2:44][CH:40]=[CH2:41])[C@H:19]([CH3:27])[O:18][C:17]1=[O:28])[C:6](=[O:7])[O:5][C:1]([CH3:2])([CH3:3])[CH3:4])=[O:15])([CH3:14])([CH3:13])[CH3:12]. The yield is 0.830. (7) The reactants are [H-].[Na+].[C:3]([O:11][CH2:12][CH3:13])(=[O:10])[CH2:4][C:5]([O:7]CC)=O.[CH2:14]([N:21]1[C:26]2[N:27]=[CH:28][CH:29]=[CH:30][C:25]=2C(=O)[O:23][C:22]1=O)[C:15]1[CH:20]=[CH:19][CH:18]=[CH:17][CH:16]=1. The catalyst is CC(N(C)C)=O. The product is [CH2:14]([N:21]1[C:26]2[C:25](=[CH:30][CH:29]=[CH:28][N:27]=2)[C:5]([OH:7])=[C:4]([C:3]([O:11][CH2:12][CH3:13])=[O:10])[C:22]1=[O:23])[C:15]1[CH:16]=[CH:17][CH:18]=[CH:19][CH:20]=1. The yield is 0.680.